From a dataset of Forward reaction prediction with 1.9M reactions from USPTO patents (1976-2016). Predict the product of the given reaction. (1) Given the reactants [Cl:1][C:2]1[C:7]2[N:8]([CH2:18][CH2:19][CH3:20])[C:9]([C:11]3[CH:12]=[N:13][C:14](Cl)=[N:15][CH:16]=3)=[N:10][C:6]=2[CH:5]=[CH:4][CH:3]=1.[NH2:21][C:22]1[CH:23]=[N:24][C:25]([CH3:28])=[CH:26][CH:27]=1.C1C=CC(P(C2C(C3C(P(C4C=CC=CC=4)C4C=CC=CC=4)=CC=C4C=3C=CC=C4)=C3C(C=CC=C3)=CC=2)C2C=CC=CC=2)=CC=1.C([O-])([O-])=O.[K+].[K+], predict the reaction product. The product is: [Cl:1][C:2]1[C:7]2[N:8]([CH2:18][CH2:19][CH3:20])[C:9]([C:11]3[CH:12]=[N:13][C:14]([NH:21][C:22]4[CH:23]=[N:24][C:25]([CH3:28])=[CH:26][CH:27]=4)=[N:15][CH:16]=3)=[N:10][C:6]=2[CH:5]=[CH:4][CH:3]=1. (2) Given the reactants Cl.[CH3:2][O:3][C:4]([CH:6]1[C:10](=[N:11]O)[CH2:9][S:8][CH2:7]1)=[O:5], predict the reaction product. The product is: [CH3:2][O:3][C:4]([C:6]1[C:10]([NH2:11])=[CH:9][S:8][CH:7]=1)=[O:5]. (3) Given the reactants [H-].[Na+].[CH3:3][O:4][C:5](=[O:13])[CH2:6]P(OC)(OC)=O.[CH3:14][C:15]1([C:20]2([CH:23]=O)[CH2:22][CH2:21]2)[O:19][CH2:18][CH2:17][O:16]1, predict the reaction product. The product is: [CH3:3][O:4][C:5](=[O:13])/[CH:6]=[CH:23]/[C:20]1([C:15]2([CH3:14])[O:16][CH2:17][CH2:18][O:19]2)[CH2:21][CH2:22]1. (4) Given the reactants C(Cl)(=O)C(Cl)=O.[CH2:7]([C:11]1[CH:19]=[CH:18][C:14]([C:15]([OH:17])=O)=[CH:13][CH:12]=1)[CH2:8][CH2:9][CH3:10].[CH3:20][N:21]([CH:32]1[CH2:37][CH2:36][N:35]([CH3:38])[CH2:34][CH2:33]1)[C:22]1[O:23][C:24]2[CH:30]=[CH:29][C:28]([NH2:31])=[CH:27][C:25]=2[N:26]=1.N1C=CC=CC=1, predict the reaction product. The product is: [CH2:7]([C:11]1[CH:12]=[CH:13][C:14]([C:15]([NH:31][C:28]2[CH:29]=[CH:30][C:24]3[O:23][C:22]([N:21]([CH3:20])[CH:32]4[CH2:33][CH2:34][N:35]([CH3:38])[CH2:36][CH2:37]4)=[N:26][C:25]=3[CH:27]=2)=[O:17])=[CH:18][CH:19]=1)[CH2:8][CH2:9][CH3:10]. (5) The product is: [NH2:1][C:2]1[N:6]2[C:7]([Cl:41])=[CH:8][CH:9]=[C:10]([C:65]3[C:60]([C@@H:50]([NH:49][C:47](=[O:48])[O:46][C:42]([CH3:45])([CH3:44])[CH3:43])[CH2:51][C:52]4[CH:57]=[C:56]([F:58])[CH:55]=[C:54]([F:59])[CH:53]=4)=[N:61][C:62]([C:69]#[C:70][C:71]([CH3:74])([CH3:73])[CH3:72])=[CH:63][CH:64]=3)[C:5]2=[N:4][N:3]=1. Given the reactants [NH2:1][C:2]1[N:6]2[C:7]([Cl:41])=[CH:8][CH:9]=[C:10](C3C([C@@H](NC(=O)OC(C)(C)C)CC4C=C(F)C=C(F)C=4)=NC(C#CC(O)(C)C)=CC=3)[C:5]2=[N:4][N:3]=1.[C:42]([O:46][C:47]([NH:49][C@H:50]([C:60]1[C:65](B(O)O)=[CH:64][CH:63]=[C:62]([C:69]#[C:70][C:71]([CH3:74])([CH3:73])[CH3:72])[N:61]=1)[CH2:51][C:52]1[CH:57]=[C:56]([F:58])[CH:55]=[C:54]([F:59])[CH:53]=1)=[O:48])([CH3:45])([CH3:44])[CH3:43].BrC1C2N(C(NC(=O)OCC)=NN=2)C(Cl)=CC=1, predict the reaction product. (6) The product is: [Cl:12][C:13]1[CH:18]=[C:17]([I:19])[CH:16]=[CH:15][C:14]=1[N:20]1[C:4](=[O:6])[C:3]2[C:2](=[CH:11][CH:10]=[CH:9][CH:8]=2)[NH:1][C:21]1=[O:22]. Given the reactants [NH2:1][C:2]1[CH:11]=[CH:10][CH:9]=[CH:8][C:3]=1[C:4]([O:6]C)=O.[Cl:12][C:13]1[CH:18]=[C:17]([I:19])[CH:16]=[CH:15][C:14]=1[N:20]=[C:21]=[O:22].C(N(CC)CC)C, predict the reaction product. (7) Given the reactants [OH:1][CH2:2][C:3]1[CH:11]=[CH:10][C:6]([C:7]([OH:9])=O)=[CH:5][CH:4]=1.C(Cl)CCl.CCN(CC)CC.C1C=CC2N(O)N=NC=2C=1.[NH:33]1[CH2:38][CH2:37][O:36][CH2:35][CH2:34]1, predict the reaction product. The product is: [OH:1][CH2:2][C:3]1[CH:4]=[CH:5][C:6]([C:7]([N:33]2[CH2:38][CH2:37][O:36][CH2:35][CH2:34]2)=[O:9])=[CH:10][CH:11]=1. (8) Given the reactants [Br:1][C:2]1[CH:3]=[CH:4][C:5]([F:33])=[C:6]([C@:8]([NH:21][CH2:22][C:23]2[CH:28]=[CH:27][C:26]([O:29][CH3:30])=[CH:25][C:24]=2[O:31][CH3:32])([CH3:20])[CH2:9][S:10][C:11]2([C:15]([O:17]CC)=[O:16])[CH2:14][CH2:13][CH2:12]2)[CH:7]=1.[OH-].[Na+].Cl, predict the reaction product. The product is: [Br:1][C:2]1[CH:3]=[CH:4][C:5]([F:33])=[C:6]([C@:8]([NH:21][CH2:22][C:23]2[CH:28]=[CH:27][C:26]([O:29][CH3:30])=[CH:25][C:24]=2[O:31][CH3:32])([CH3:20])[CH2:9][S:10][C:11]2([C:15]([OH:17])=[O:16])[CH2:14][CH2:13][CH2:12]2)[CH:7]=1. (9) Given the reactants CN(C(ON1N=NC2C=CC=NC1=2)=[N+](C)C)C.F[P-](F)(F)(F)(F)F.[NH2:25][CH2:26][C:27]1[C:28]([F:44])=[C:29]([O:34][C:35]2[CH:36]=[C:37]([CH:40]=[C:41]([Cl:43])[CH:42]=2)[C:38]#[N:39])[C:30]([Cl:33])=[CH:31][CH:32]=1.[CH3:45][C:46]1[CH:47]=[CH:48][CH:49]=[C:50]2[C:54]=1[NH:53][C:52]([C:55](O)=[O:56])=[CH:51]2.CCN(C(C)C)C(C)C, predict the reaction product. The product is: [Cl:33][C:30]1[CH:31]=[CH:32][C:27]([CH2:26][NH:25][C:55]([C:52]2[NH:53][C:54]3[C:50]([CH:51]=2)=[CH:49][CH:48]=[CH:47][C:46]=3[CH3:45])=[O:56])=[C:28]([F:44])[C:29]=1[O:34][C:35]1[CH:36]=[C:37]([C:38]#[N:39])[CH:40]=[C:41]([Cl:43])[CH:42]=1. (10) Given the reactants C([C:8]1([C:17]#[CH:18])[CH2:12][CH2:11][CH2:10][N:9]1[S:13]([NH2:16])(=[O:15])=[O:14])(OC(C)(C)C)=O.C(C1(S([NH-])(=O)=O)CC1)C, predict the reaction product. The product is: [C:17]([CH:8]1[CH2:12][CH2:11][CH2:10][N:9]1[S:13]([NH2:16])(=[O:14])=[O:15])#[CH:18].